From a dataset of Retrosynthesis with 50K atom-mapped reactions and 10 reaction types from USPTO. Predict the reactants needed to synthesize the given product. (1) Given the product CC(C)c1ccc(C(C)CN)cc1, predict the reactants needed to synthesize it. The reactants are: CC(C)c1ccc(C(C)C#N)cc1. (2) Given the product O=C(NC1CCCCC1)C(c1cccc(Cl)c1)C1(O)CCCCC1, predict the reactants needed to synthesize it. The reactants are: NC1CCCCC1.O=C(O)C(c1cccc(Cl)c1)C1(O)CCCCC1. (3) The reactants are: CC(C)(C)OC(=O)N1CC(N2CCNCC2)C1.COc1cc(Cl)c(I)cc1NC(C)C(=O)O. Given the product COc1cc(Cl)c(I)cc1NC(C)C(=O)N1CCN(C2CN(C(=O)OC(C)(C)C)C2)CC1, predict the reactants needed to synthesize it.